Predict the product of the given reaction. From a dataset of Forward reaction prediction with 1.9M reactions from USPTO patents (1976-2016). (1) Given the reactants C(OC([N:8]1[C@H:13]([C:14](=[O:23])[NH:15][C:16]2[CH:21]=[CH:20][CH:19]=[C:18]([Br:22])[N:17]=2)[CH2:12][C@@H:11]2[C@H:9]1[CH2:10]2)=O)(C)(C)C.[C:24]([OH:30])([C:26]([F:29])([F:28])[F:27])=[O:25], predict the reaction product. The product is: [F:27][C:26]([F:29])([F:28])[C:24]([OH:30])=[O:25].[F:27][C:26]([F:29])([F:28])[C:24]([OH:30])=[O:25].[Br:22][C:18]1[N:17]=[C:16]([NH:15][C:14]([C@@H:13]2[CH2:12][C@@H:11]3[C@@H:9]([CH2:10]3)[NH:8]2)=[O:23])[CH:21]=[CH:20][CH:19]=1. (2) Given the reactants [Cl:1][C:2]1[CH:7]=[C:6]([Cl:8])[CH:5]=[CH:4][C:3]=1[C:9]1[N:10]=[C:11]([N:17]2[CH2:22][CH2:21][O:20][CH2:19][CH2:18]2)[S:12][C:13]=1[C:14]([NH2:16])=O.COC(OC)[N:26]([CH3:28])C.C(O)(=O)C.O.[NH2:36]N, predict the reaction product. The product is: [Cl:1][C:2]1[CH:7]=[C:6]([Cl:8])[CH:5]=[CH:4][C:3]=1[C:9]1[N:10]=[C:11]([N:17]2[CH2:22][CH2:21][O:20][CH2:19][CH2:18]2)[S:12][C:13]=1[C:14]1[NH:26][CH:28]=[N:36][N:16]=1.